Dataset: Forward reaction prediction with 1.9M reactions from USPTO patents (1976-2016). Task: Predict the product of the given reaction. (1) Given the reactants [Cl:1][C:2]1[CH:3]=[C:4]([CH:7]=[C:8]([O:10][C:11]2[CH:16]=[C:15]([OH:17])[CH:14]=[CH:13][C:12]=2[Cl:18])[CH:9]=1)[C:5]#[N:6].C(N(C(C)C)CC)(C)C.[F:28][C:29]([F:42])([F:41])[S:30](O[S:30]([C:29]([F:42])([F:41])[F:28])(=[O:32])=[O:31])(=[O:32])=[O:31], predict the reaction product. The product is: [F:28][C:29]([F:42])([F:41])[S:30]([O:17][C:15]1[CH:14]=[CH:13][C:12]([Cl:18])=[C:11]([O:10][C:8]2[CH:7]=[C:4]([C:5]#[N:6])[CH:3]=[C:2]([Cl:1])[CH:9]=2)[CH:16]=1)(=[O:32])=[O:31]. (2) Given the reactants [O:1]=[C:2]1[NH:10][CH:9]=[N:8][C:7]2[N:6]([CH2:11][CH2:12][C:13]([NH:15][CH2:16][CH2:17][CH2:18][N:19]3[CH2:23][CH2:22][CH2:21][C:20]3=[O:24])=[O:14])[CH:5]=[N:4][C:3]1=2.N12CCCN=C1CCCCC2.[CH2:36](Br)[C:37]1[CH:42]=[CH:41][CH:40]=[CH:39][CH:38]=1.C(#N)C, predict the reaction product. The product is: [CH2:36]([N:10]1[C:2](=[O:1])[C:3]2[N:4]=[CH:5][N:6]([CH2:11][CH2:12][C:13]([NH:15][CH2:16][CH2:17][CH2:18][N:19]3[CH2:23][CH2:22][CH2:21][C:20]3=[O:24])=[O:14])[C:7]=2[N:8]=[CH:9]1)[C:37]1[CH:42]=[CH:41][CH:40]=[CH:39][CH:38]=1. (3) The product is: [CH:12]([C:2]1[CH:11]=[CH:10][C:9]2[C:7](=[O:8])[O:6][CH2:5][C:4]=2[CH:3]=1)=[CH2:13]. Given the reactants Br[C:2]1[CH:3]=[C:4]2[C:9](=[CH:10][CH:11]=1)[C:7](=[O:8])[O:6][CH2:5]2.[CH2:12](O)[CH3:13], predict the reaction product. (4) Given the reactants [CH3:1][CH2:2][O:3][C:4]([C:6]1[NH:7][C:8]2[C:13]([CH:14]=1)=[CH:12][C:11]([C:15]([OH:17])=[O:16])=[CH:10][CH:9]=2)=[O:5].Cl.[CH3:19][CH2:20]O, predict the reaction product. The product is: [CH2:2]([O:3][C:4]([C:6]1[NH:7][C:8]2[C:13]([CH:14]=1)=[CH:12][C:11]([C:15]([O:17][CH2:19][CH3:20])=[O:16])=[CH:10][CH:9]=2)=[O:5])[CH3:1]. (5) Given the reactants C(OC([N:8]1[CH2:13][CH2:12][C:11]2([CH2:22][C:21](=[O:23])[C:20]3[C:15](=[CH:16][CH:17]=[C:18]([C:24]4[CH:25]=[N:26][CH:27]=[C:28]([CH:32]=4)[C:29]([NH2:31])=[O:30])[CH:19]=3)[O:14]2)[CH2:10][CH2:9]1)=O)(C)(C)C.[ClH:33], predict the reaction product. The product is: [ClH:33].[ClH:33].[O:23]=[C:21]1[C:20]2[C:15](=[CH:16][CH:17]=[C:18]([C:24]3[CH:25]=[N:26][CH:27]=[C:28]([CH:32]=3)[C:29]([NH2:31])=[O:30])[CH:19]=2)[O:14][C:11]2([CH2:12][CH2:13][NH:8][CH2:9][CH2:10]2)[CH2:22]1.